Predict the reaction yield, written as a fraction of the theoretical maximum amount of product (1.0 means a 100% yield; for example, 0.34 means a 34% yield). From a dataset of Reaction yield outcomes from USPTO patents with 853,638 reactions. (1) The reactants are [C:1]([C:4]1[CH:9]=[CH:8][CH:7]=[CH:6][N:5]=1)(=[O:3])[CH3:2].[C:10](OC)(=[O:15])[C:11]([O:13][CH3:14])=[O:12].C[O-].[Na+].O. The catalyst is CO.C(OCC)C. The product is [N:5]1[CH:6]=[CH:7][CH:8]=[CH:9][C:4]=1[C:1](=[O:3])[CH2:2][C:10](=[O:15])[C:11]([O:13][CH3:14])=[O:12]. The yield is 0.790. (2) The reactants are [CH3:1][C:2]1[CH:3]=[CH:4][C:5]2[N:6]([C:8]([CH2:18][C:19]([OH:21])=[O:20])=[C:9]([C:11]3[CH:16]=[CH:15][C:14]([CH3:17])=[CH:13][CH:12]=3)[N:10]=2)[CH:7]=1.O=S(Cl)Cl.[CH3:26]O. No catalyst specified. The product is [CH3:26][O:20][C:19](=[O:21])[CH2:18][C:8]1[N:6]2[CH:7]=[C:2]([CH3:1])[CH:3]=[CH:4][C:5]2=[N:10][C:9]=1[C:11]1[CH:16]=[CH:15][C:14]([CH3:17])=[CH:13][CH:12]=1. The yield is 0.800. (3) The reactants are [Li+].CC([N-]C(C)C)C.[Cl:9][C:10]1[N:15]=[C:14]([Cl:16])[CH:13]=[C:12]([CH3:17])[N:11]=1.[CH3:18][C:19]([CH3:23])=[CH:20][CH2:21]Br.O. The catalyst is C1COCC1.C(OCC)(=O)C. The product is [Cl:9][C:10]1[N:15]=[C:14]([Cl:16])[CH:13]=[C:12]([CH2:17][CH2:21][CH:20]=[C:19]([CH3:23])[CH3:18])[N:11]=1. The yield is 0.740. (4) The reactants are Cl[C:2]1[N:3]=[C:4]([OH:12])[C:5]2[CH:11]=[CH:10][N:9]=[CH:8][C:6]=2[N:7]=1.[CH:13]([C:16]1[CH:21]=[CH:20][C:19]([N:22]([CH2:30][C:31]([F:34])([F:33])[F:32])[C:23]2[CH:28]=[CH:27][C:26]([OH:29])=[CH:25][CH:24]=2)=[CH:18][CH:17]=1)([CH3:15])[CH3:14]. No catalyst specified. The product is [CH:13]([C:16]1[CH:17]=[CH:18][C:19]([N:22]([CH2:30][C:31]([F:32])([F:33])[F:34])[C:23]2[CH:28]=[CH:27][C:26]([O:29][C:2]3[N:3]=[C:4]([OH:12])[C:5]4[CH:11]=[CH:10][N:9]=[CH:8][C:6]=4[N:7]=3)=[CH:25][CH:24]=2)=[CH:20][CH:21]=1)([CH3:15])[CH3:14]. The yield is 0.110. (5) The reactants are [CH2:1]([CH:4]1[CH2:8][N:7]([CH2:9][C:10]2[N:11]=[CH:12][N:13](C(C3C=CC=CC=3)(C3C=CC=CC=3)C3C=CC=CC=3)[CH:14]=2)[C:6](=[O:34])[CH2:5]1)[CH2:2][CH3:3]. The catalyst is CC(O)=O.O. The product is [NH:13]1[CH:14]=[C:10]([CH2:9][N:7]2[CH2:8][CH:4]([CH2:1][CH2:2][CH3:3])[CH2:5][C:6]2=[O:34])[N:11]=[CH:12]1. The yield is 0.880.